Dataset: Catalyst prediction with 721,799 reactions and 888 catalyst types from USPTO. Task: Predict which catalyst facilitates the given reaction. (1) Reactant: [C:1]([O:5][C:6]([N:8]1[CH2:13][CH2:12][CH2:11][C@H:10]([CH2:14][O:15][C:16]2[C:17](I)=[N:18][C:19]([CH3:22])=[CH:20][CH:21]=2)[CH2:9]1)=[O:7])([CH3:4])([CH3:3])[CH3:2].[C:24]1([OH:30])[CH:29]=[CH:28][CH:27]=[CH:26][CH:25]=1.CC(C)([O-])C.[K+]. Product: [C:1]([O:5][C:6]([N:8]1[CH2:13][CH2:12][CH2:11][C@H:10]([CH2:14][O:15][C:16]2[C:17]([O:30][C:24]3[CH:29]=[CH:28][CH:27]=[CH:26][CH:25]=3)=[N:18][C:19]([CH3:22])=[CH:20][CH:21]=2)[CH2:9]1)=[O:7])([CH3:4])([CH3:3])[CH3:2]. The catalyst class is: 57. (2) Reactant: S([O:6][CH3:7])(OC)(=O)=O.[Br:8][C:9]1[CH:14]=[C:13]([CH2:15][OH:16])[CH:12]=[C:11]([O:17][CH3:18])[C:10]=1O.[OH-].[K+].Cl.[CH2:23]1COCC1. Product: [Br:8][C:9]1[CH:14]=[C:13]([CH2:15][O:16][CH3:23])[CH:12]=[C:11]([O:17][CH3:18])[C:10]=1[O:6][CH3:7]. The catalyst class is: 27. (3) Reactant: [NH2:1][C:2]1[CH:7]=[CH:6][CH:5]=[CH:4][C:3]=1[S:8][C:9]1[C:17]2[C:12](=[CH:13][CH:14]=[CH:15][CH:16]=2)[NH:11][C:10]=1[C:18]([N:20]1[CH2:24][CH2:23][CH2:22][CH2:21]1)=[O:19].[ClH:25]. Product: [ClH:25].[NH2:1][C:2]1[CH:7]=[CH:6][CH:5]=[CH:4][C:3]=1[S:8][C:9]1[C:17]2[C:12](=[CH:13][CH:14]=[CH:15][CH:16]=2)[NH:11][C:10]=1[C:18]([N:20]1[CH2:24][CH2:23][CH2:22][CH2:21]1)=[O:19]. The catalyst class is: 28. (4) Reactant: [CH3:1][O:2][C:3]1[CH:8]=[C:7]([O:9][CH3:10])[CH:6]=[CH:5][C:4]=1[CH2:11]O.C1CCN2C(=NCCC2)CC1.C1C=CC(P([N:38]=[N+:39]=[N-:40])(C2C=CC=CC=2)=O)=CC=1. Product: [N:38]([CH2:11][C:4]1[CH:5]=[CH:6][C:7]([O:9][CH3:10])=[CH:8][C:3]=1[O:2][CH3:1])=[N+:39]=[N-:40]. The catalyst class is: 11. (5) Reactant: [OH:1][C:2]1[CH:10]=[C:9]([N+:11]([O-:13])=[O:12])[CH:8]=[CH:7][C:3]=1[C:4](O)=[O:5].O=S(Cl)[Cl:16]. Product: [OH:1][C:2]1[CH:10]=[C:9]([N+:11]([O-:13])=[O:12])[CH:8]=[CH:7][C:3]=1[C:4]([Cl:16])=[O:5]. The catalyst class is: 575. (6) Reactant: [O:1]=[S:2]1(=[O:51])[CH2:7][CH2:6][N:5]([CH2:8][CH2:9][NH:10][C@:11]23[CH2:46][CH2:45][C@@H:44]([CH:47]([CH3:50])[CH2:48][F:49])[C@@H:12]2[C@@H:13]2[C@@:26]([CH3:29])([CH2:27][CH2:28]3)[C@@:25]3([CH3:30])[C@@H:16]([C@:17]4([CH3:43])[C@@H:22]([CH2:23][CH2:24]3)[C:21]([CH3:32])([CH3:31])[C:20]([C:33]3[CH:42]=[CH:41][C:36]([C:37]([O:39]C)=[O:38])=[CH:35][CH:34]=3)=[CH:19][CH2:18]4)[CH2:15][CH2:14]2)[CH2:4][CH2:3]1.O.[OH-].[Li+].CO.C(O)(C(F)(F)F)=O. Product: [O:51]=[S:2]1(=[O:1])[CH2:3][CH2:4][N:5]([CH2:8][CH2:9][NH:10][C@:11]23[CH2:46][CH2:45][C@@H:44]([CH:47]([CH3:50])[CH2:48][F:49])[C@@H:12]2[C@@H:13]2[C@@:26]([CH3:29])([CH2:27][CH2:28]3)[C@@:25]3([CH3:30])[C@@H:16]([C@:17]4([CH3:43])[C@@H:22]([CH2:23][CH2:24]3)[C:21]([CH3:31])([CH3:32])[C:20]([C:33]3[CH:34]=[CH:35][C:36]([C:37]([OH:39])=[O:38])=[CH:41][CH:42]=3)=[CH:19][CH2:18]4)[CH2:15][CH2:14]2)[CH2:6][CH2:7]1. The catalyst class is: 1. (7) Reactant: [C:1]([O:5][C:6]([N:8]1[CH2:12][CH2:11][CH2:10][C@@H:9]1[C:13](=O)[NH2:14])=[O:7])([CH3:4])([CH3:3])[CH3:2].N1C(Cl)=NC(Cl)=NC=1Cl. Product: [C:1]([O:5][C:6]([N:8]1[CH2:12][CH2:11][CH2:10][C@@H:9]1[C:13]#[N:14])=[O:7])([CH3:4])([CH3:2])[CH3:3]. The catalyst class is: 3. (8) Product: [N+:38]([C:35]1[S:34][C:33]([CH2:32][O:31][C:29]([NH:28][C:27]2[CH:41]=[CH:42][N:23]([C@@H:11]3[O:12][C@H:13]([CH2:14][OH:15])[C@@H:9]([OH:8])[C:10]3([F:44])[F:43])[C:24](=[O:25])[N:26]=2)=[O:30])=[CH:37][CH:36]=1)([O-:40])=[O:39]. The catalyst class is: 2. Reactant: C(OC([O:8][C@@H:9]1[C@@H:13]([CH2:14][O:15]C(OC(C)(C)C)=O)[O:12][C@@H:11]([N:23]2[CH:42]=[CH:41][C:27]([NH:28][C:29]([O:31][CH2:32][C:33]3[S:34][C:35]([N+:38]([O-:40])=[O:39])=[CH:36][CH:37]=3)=[O:30])=[N:26][C:24]2=[O:25])[C:10]1([F:44])[F:43])=O)(C)(C)C.C(O)(C(F)(F)F)=O.